Dataset: NCI-60 drug combinations with 297,098 pairs across 59 cell lines. Task: Regression. Given two drug SMILES strings and cell line genomic features, predict the synergy score measuring deviation from expected non-interaction effect. (1) Drug 1: CN(C)N=NC1=C(NC=N1)C(=O)N. Drug 2: C1=NC2=C(N=C(N=C2N1C3C(C(C(O3)CO)O)O)F)N. Cell line: M14. Synergy scores: CSS=2.20, Synergy_ZIP=-0.354, Synergy_Bliss=0.665, Synergy_Loewe=-7.73, Synergy_HSA=-3.28. (2) Drug 1: C1CC(=O)NC(=O)C1N2CC3=C(C2=O)C=CC=C3N. Drug 2: COC1=NC(=NC2=C1N=CN2C3C(C(C(O3)CO)O)O)N. Cell line: IGROV1. Synergy scores: CSS=0.508, Synergy_ZIP=-0.0716, Synergy_Bliss=0.143, Synergy_Loewe=-3.42, Synergy_HSA=-3.13. (3) Drug 1: CCN(CC)CCNC(=O)C1=C(NC(=C1C)C=C2C3=C(C=CC(=C3)F)NC2=O)C. Drug 2: CCC1(C2=C(COC1=O)C(=O)N3CC4=CC5=C(C=CC(=C5CN(C)C)O)N=C4C3=C2)O.Cl. Cell line: SK-MEL-28. Synergy scores: CSS=14.8, Synergy_ZIP=-4.65, Synergy_Bliss=-1.67, Synergy_Loewe=-8.47, Synergy_HSA=-3.55. (4) Drug 1: CS(=O)(=O)CCNCC1=CC=C(O1)C2=CC3=C(C=C2)N=CN=C3NC4=CC(=C(C=C4)OCC5=CC(=CC=C5)F)Cl. Drug 2: CN1C2=C(C=C(C=C2)N(CCCl)CCCl)N=C1CCCC(=O)O.Cl. Cell line: KM12. Synergy scores: CSS=-4.17, Synergy_ZIP=6.87, Synergy_Bliss=8.32, Synergy_Loewe=-2.60, Synergy_HSA=-1.66. (5) Drug 1: CS(=O)(=O)C1=CC(=C(C=C1)C(=O)NC2=CC(=C(C=C2)Cl)C3=CC=CC=N3)Cl. Drug 2: CNC(=O)C1=CC=CC=C1SC2=CC3=C(C=C2)C(=NN3)C=CC4=CC=CC=N4. Cell line: EKVX. Synergy scores: CSS=17.3, Synergy_ZIP=0.260, Synergy_Bliss=5.13, Synergy_Loewe=5.37, Synergy_HSA=6.14. (6) Drug 1: CCC(=C(C1=CC=CC=C1)C2=CC=C(C=C2)OCCN(C)C)C3=CC=CC=C3.C(C(=O)O)C(CC(=O)O)(C(=O)O)O. Drug 2: CCC1(C2=C(COC1=O)C(=O)N3CC4=CC5=C(C=CC(=C5CN(C)C)O)N=C4C3=C2)O.Cl. Cell line: IGROV1. Synergy scores: CSS=12.9, Synergy_ZIP=-1.38, Synergy_Bliss=0.459, Synergy_Loewe=-15.8, Synergy_HSA=-0.660. (7) Drug 1: C1=CC(=CC=C1CCC2=CNC3=C2C(=O)NC(=N3)N)C(=O)NC(CCC(=O)O)C(=O)O. Drug 2: C1CN(P(=O)(OC1)NCCCl)CCCl. Cell line: SF-539. Synergy scores: CSS=38.9, Synergy_ZIP=3.04, Synergy_Bliss=2.30, Synergy_Loewe=-23.5, Synergy_HSA=1.81. (8) Drug 1: CCCCC(=O)OCC(=O)C1(CC(C2=C(C1)C(=C3C(=C2O)C(=O)C4=C(C3=O)C=CC=C4OC)O)OC5CC(C(C(O5)C)O)NC(=O)C(F)(F)F)O. Drug 2: CCCCCOC(=O)NC1=NC(=O)N(C=C1F)C2C(C(C(O2)C)O)O. Cell line: U251. Synergy scores: CSS=25.3, Synergy_ZIP=-4.64, Synergy_Bliss=-10.4, Synergy_Loewe=-40.5, Synergy_HSA=-13.1. (9) Drug 1: C1CN1P(=S)(N2CC2)N3CC3. Drug 2: CC1=C2C(C(=O)C3(C(CC4C(C3C(C(C2(C)C)(CC1OC(=O)C(C(C5=CC=CC=C5)NC(=O)C6=CC=CC=C6)O)O)OC(=O)C7=CC=CC=C7)(CO4)OC(=O)C)O)C)OC(=O)C. Cell line: OVCAR-8. Synergy scores: CSS=22.0, Synergy_ZIP=1.25, Synergy_Bliss=8.85, Synergy_Loewe=-7.81, Synergy_HSA=5.75.